This data is from Full USPTO retrosynthesis dataset with 1.9M reactions from patents (1976-2016). The task is: Predict the reactants needed to synthesize the given product. (1) Given the product [CH2:44]([NH:51][C:18]([C:10]1[C:11]([CH:15]([CH3:16])[CH3:17])=[C:12]([CH:13]=[O:14])[N:8]([C:5]2[CH:4]=[CH:3][C:2]([F:1])=[CH:7][CH:6]=2)[N:9]=1)=[O:20])[C:45]1[CH:50]=[CH:49][CH:48]=[CH:47][CH:46]=1, predict the reactants needed to synthesize it. The reactants are: [F:1][C:2]1[CH:7]=[CH:6][C:5]([N:8]2[C:12]([CH:13]=[O:14])=[C:11]([CH:15]([CH3:17])[CH3:16])[C:10]([C:18]([OH:20])=O)=[N:9]2)=[CH:4][CH:3]=1.Cl.CN(C)CCCN=C=NCC.O.ON1C2C=CC=CC=2N=N1.[CH2:44]([NH2:51])[C:45]1[CH:50]=[CH:49][CH:48]=[CH:47][CH:46]=1. (2) Given the product [OH:2][CH:1]([C:3]1[CH:4]=[CH:5][C:6]([C:9]2[C:10]([C:15]#[N:16])=[CH:11][CH:12]=[CH:13][CH:14]=2)=[CH:7][CH:8]=1)[CH3:17], predict the reactants needed to synthesize it. The reactants are: [CH:1]([C:3]1[CH:8]=[CH:7][C:6]([C:9]2[C:10]([C:15]#[N:16])=[CH:11][CH:12]=[CH:13][CH:14]=2)=[CH:5][CH:4]=1)=[O:2].[CH3:17][Mg]Br.Cl. (3) Given the product [Br:53][C:10]1[CH:9]=[CH:8][CH:7]=[CH:6][CH:5]=1.[CH:1](=[O:12])[C:2]1[CH:3]=[CH:4][CH:5]=[CH:6][CH:7]=1, predict the reactants needed to synthesize it. The reactants are: [C:1]([O-:12])(=O)[CH2:2][CH2:3][CH2:4][CH2:5][CH2:6][CH2:7][CH2:8][CH2:9][CH3:10].C([P+](CCCCCC)(CCCCCC)CCCCCCCCCCCCCC)CCCCC.C1([Mg][Br:53])C=CC=CC=1.BrBr.CN(C=O)C. (4) Given the product [Br:3][C:4]1[CH:9]=[CH:8][C:7]([N+:10]([O-:12])=[O:11])=[CH:6][C:5]=1[N:13]([CH2:20][C:19]([CH3:21])=[CH2:18])[C:14](=[O:16])[CH3:15], predict the reactants needed to synthesize it. The reactants are: [H-].[Na+].[Br:3][C:4]1[CH:9]=[CH:8][C:7]([N+:10]([O-:12])=[O:11])=[CH:6][C:5]=1[NH:13][C:14](=[O:16])[CH3:15].Br[CH2:18][C:19]([CH3:21])=[CH2:20].